Dataset: Full USPTO retrosynthesis dataset with 1.9M reactions from patents (1976-2016). Task: Predict the reactants needed to synthesize the given product. (1) Given the product [C:1]([O:5][C:6]([N:8]1[CH2:12][CH:11]([O:13][CH2:14][C:15]2[CH:20]=[CH:19][C:18]([F:21])=[CH:17][CH:16]=2)[CH:10]2[N:22]([C:25](=[O:42])[CH:26]([NH2:31])[C:27]([CH3:30])([CH3:29])[CH3:28])[CH2:23][CH2:24][CH:9]12)=[O:7])([CH3:4])([CH3:2])[CH3:3], predict the reactants needed to synthesize it. The reactants are: [C:1]([O:5][C:6]([N:8]1[CH2:12][CH:11]([O:13][CH2:14][C:15]2[CH:20]=[CH:19][C:18]([F:21])=[CH:17][CH:16]=2)[CH:10]2[N:22]([C:25](=[O:42])[CH:26]([NH:31]C(OCC3C=CC=CC=3)=O)[C:27]([CH3:30])([CH3:29])[CH3:28])[CH2:23][CH2:24][CH:9]12)=[O:7])([CH3:4])([CH3:3])[CH3:2]. (2) Given the product [Si:10]([O:9][CH2:8][C:5]1[CH:6]=[CH:7][C:2]([CH:17]=[CH2:18])=[N:3][CH:4]=1)([C:13]([CH3:16])([CH3:15])[CH3:14])([CH3:12])[CH3:11], predict the reactants needed to synthesize it. The reactants are: Br[C:2]1[CH:7]=[CH:6][C:5]([CH2:8][O:9][Si:10]([C:13]([CH3:16])([CH3:15])[CH3:14])([CH3:12])[CH3:11])=[CH:4][N:3]=1.[CH:17]([Sn](CCCC)(CCCC)CCCC)=[CH2:18].N#N. (3) Given the product [CH3:48][Si:11]([CH3:10])([C:42]([CH3:46])([CH3:47])[CH:43]([CH3:44])[CH3:45])[O:12][C@@H:13]([C:38]([CH3:40])([O:41][Si:2]([CH3:9])([CH3:8])[CH3:1])[CH3:39])[CH2:14][CH2:15][C@H:16]([C@@H:24]1[C@:32]2([CH3:33])[C@H:27]([C@@H:28]([O:34][C:35](=[O:37])[CH3:36])[CH2:29][CH2:30][CH2:31]2)[CH2:26][CH2:25]1)[CH2:17][CH2:18][CH2:19][C:20]([CH3:22])([O:23][Si:2]([CH3:9])([CH3:8])[CH3:1])[CH3:21], predict the reactants needed to synthesize it. The reactants are: [CH3:1][Si:2]([CH3:9])([CH3:8])N1C=CN=C1.[CH3:10][Si:11]([CH3:48])([C:42]([CH3:47])([CH3:46])[CH:43]([CH3:45])[CH3:44])[O:12][C@@H:13]([C:38]([OH:41])([CH3:40])[CH3:39])[CH2:14][CH2:15][C@H:16]([C@@H:24]1[C@:32]2([CH3:33])[C@H:27]([C@@H:28]([O:34][C:35](=[O:37])[CH3:36])[CH2:29][CH2:30][CH2:31]2)[CH2:26][CH2:25]1)[CH2:17][CH2:18][CH2:19][C:20]([OH:23])([CH3:22])[CH3:21]. (4) Given the product [C:1]([C:6]1[CH:7]=[C:8]([C:28]#[N:29])[C:9]([N:19]2[CH2:20][CH2:21][CH:22]([C:25]([NH:42][S:39]([CH2:38][C:32]3[CH:33]=[CH:34][C:35]([F:37])=[CH:36][C:31]=3[F:30])(=[O:40])=[O:41])=[O:27])[CH2:23][CH2:24]2)=[N:10][C:11]=1[CH2:12][N:13]1[CH2:17][CH2:16][CH2:15][C:14]1=[O:18])(=[O:5])[CH2:2][CH2:3][CH3:4], predict the reactants needed to synthesize it. The reactants are: [C:1]([C:6]1[CH:7]=[C:8]([C:28]#[N:29])[C:9]([N:19]2[CH2:24][CH2:23][CH:22]([C:25]([OH:27])=O)[CH2:21][CH2:20]2)=[N:10][C:11]=1[CH2:12][N:13]1[CH2:17][CH2:16][CH2:15][C:14]1=[O:18])(=[O:5])[CH2:2][CH2:3][CH3:4].[F:30][C:31]1[CH:36]=[C:35]([F:37])[CH:34]=[CH:33][C:32]=1[CH2:38][S:39]([NH2:42])(=[O:41])=[O:40].